Dataset: Reaction yield outcomes from USPTO patents with 853,638 reactions. Task: Predict the reaction yield, written as a fraction of the theoretical maximum amount of product (1.0 means a 100% yield; for example, 0.34 means a 34% yield). (1) The reactants are C([O:3][C:4](=O)[CH2:5][C:6]1[N:7]=[C:8]([NH:11][C:12](=[O:30])[CH:13]([C:20]2[CH:25]=[CH:24][C:23]([S:26]([CH3:29])(=[O:28])=[O:27])=[CH:22][CH:21]=2)[CH2:14][CH:15]2[CH2:19][CH2:18][CH2:17][CH2:16]2)[S:9][CH:10]=1)C.[H-].[Al+3].[Li+].[H-].[H-].[H-]. The catalyst is C(OCC)C. The product is [CH:15]1([CH2:14][CH:13]([C:20]2[CH:25]=[CH:24][C:23]([S:26]([CH3:29])(=[O:28])=[O:27])=[CH:22][CH:21]=2)[C:12]([NH:11][C:8]2[S:9][CH:10]=[C:6]([CH2:5][CH2:4][OH:3])[N:7]=2)=[O:30])[CH2:16][CH2:17][CH2:18][CH2:19]1. The yield is 0.180. (2) The reactants are [H-].[Na+].[Cl:3][C:4]1[C:9]([NH:10][S:11]([CH2:14][CH3:15])(=[O:13])=[O:12])=[CH:8][C:7]([C:16]2[CH:17]=[C:18]3[C:23](=[CH:24][CH:25]=2)[N:22]=[CH:21][N:20]=[C:19]3[N:26]2[CH2:31][CH2:30][O:29][CH2:28][CH2:27]2)=[CH:6][N:5]=1.[CH3:32]I. The catalyst is CN(C=O)C. The product is [Cl:3][C:4]1[C:9]([N:10]([CH3:32])[S:11]([CH2:14][CH3:15])(=[O:12])=[O:13])=[CH:8][C:7]([C:16]2[CH:17]=[C:18]3[C:23](=[CH:24][CH:25]=2)[N:22]=[CH:21][N:20]=[C:19]3[N:26]2[CH2:31][CH2:30][O:29][CH2:28][CH2:27]2)=[CH:6][N:5]=1. The yield is 0.240. (3) The reactants are [CH2:1]([O:8][C@@H:9]1[C@@H:15]([O:16][CH2:17][C:18]2[CH:23]=[CH:22][CH:21]=[CH:20][CH:19]=2)[C@H:14]([O:24][CH2:25][C:26]2[CH:31]=[CH:30][CH:29]=[CH:28][CH:27]=2)[C@@H:13]([CH2:32][O:33][CH2:34][C:35]2[CH:40]=[CH:39][CH:38]=[CH:37][CH:36]=2)[O:12][CH:10]1O)[C:2]1[CH:7]=[CH:6][CH:5]=[CH:4][CH:3]=1.CN(C=O)C.C(Br)(=O)C([Br:49])=O.C(OCC)(=O)C. The catalyst is C(Cl)Cl. The product is [CH2:1]([O:8][C@@H:9]1[C@@H:15]([O:16][CH2:17][C:18]2[CH:23]=[CH:22][CH:21]=[CH:20][CH:19]=2)[C@H:14]([O:24][CH2:25][C:26]2[CH:31]=[CH:30][CH:29]=[CH:28][CH:27]=2)[C@@H:13]([CH2:32][O:33][CH2:34][C:35]2[CH:40]=[CH:39][CH:38]=[CH:37][CH:36]=2)[O:12][C@@H:10]1[Br:49])[C:2]1[CH:7]=[CH:6][CH:5]=[CH:4][CH:3]=1. The yield is 0.950. (4) The reactants are [Cl:1][C:2]1[CH:7]=[CH:6][C:5]([C:8]([C:11]2[N:15]([C:16]3[CH:21]=[CH:20][C:19]([F:22])=[CH:18][CH:17]=3)[C:14]([SH:23])=[N:13][CH:12]=2)([CH3:10])[CH3:9])=[CH:4][C:3]=1[O:24][CH3:25].Br[CH2:27][C:28]1[C:33]([F:34])=[CH:32][C:31]([S:35]([NH2:38])(=[O:37])=[O:36])=[CH:30][C:29]=1[F:39].C([O-])([O-])=O.[K+].[K+]. The catalyst is CC(C)=O. The product is [Cl:1][C:2]1[CH:7]=[CH:6][C:5]([C:8]([C:11]2[N:15]([C:16]3[CH:21]=[CH:20][C:19]([F:22])=[CH:18][CH:17]=3)[C:14]([S:23][CH2:27][C:28]3[C:33]([F:34])=[CH:32][C:31]([S:35]([NH2:38])(=[O:36])=[O:37])=[CH:30][C:29]=3[F:39])=[N:13][CH:12]=2)([CH3:10])[CH3:9])=[CH:4][C:3]=1[O:24][CH3:25]. The yield is 0.960. (5) The reactants are [CH3:1][O:2][C:3]1[CH:8]=[CH:7][CH:6]=[CH:5][C:4]=1[C:9]1[C:17]2[C:12](=[N:13][CH:14]=[C:15](B3OC(C)(C)C(C)(C)O3)[CH:16]=2)[N:11](S(C2C=CC(C)=CC=2)(=O)=O)[CH:10]=1.[NH2:37][C:38]1[CH:48]=[CH:47][C:46](Br)=[CH:45][C:39]=1[C:40]([N:42]([CH3:44])[CH3:43])=[O:41].C([O-])(O)=O.[Na+]. The catalyst is C(#N)C. The product is [NH2:37][C:38]1[CH:48]=[CH:47][C:46]([C:15]2[CH:16]=[C:17]3[C:9]([C:4]4[CH:5]=[CH:6][CH:7]=[CH:8][C:3]=4[O:2][CH3:1])=[CH:10][NH:11][C:12]3=[N:13][CH:14]=2)=[CH:45][C:39]=1[C:40]([N:42]([CH3:44])[CH3:43])=[O:41]. The yield is 0.110. (6) The reactants are [C:1](O)(=O)C.FC(F)(F)C(O)=O.[CH3:12][O:13][C:14]1[CH:15]=[C:16]([CH2:22][CH2:23][NH2:24])[CH:17]=[CH:18][C:19]=1[O:20][CH3:21].C1N2CN3CN(C2)CN1C3. The catalyst is O. The product is [CH3:12][O:13][C:14]1[CH:15]=[C:16]2[C:17](=[CH:18][C:19]=1[O:20][CH3:21])[CH:1]=[N:24][CH2:23][CH2:22]2. The yield is 0.950. (7) The reactants are [C:1]([O:4][CH2:5][C:6]1[C:7]([N:21]2[CH2:32][CH2:31][N:30]3[C:23](=[CH:24][C:25]4[CH2:26][C:27]([CH3:34])([CH3:33])[CH2:28][C:29]=43)[C:22]2=[O:35])=[N:8][CH:9]=[CH:10][C:11]=1B1OC(C)(C)C(C)(C)O1)(=[O:3])[CH3:2].Br[C:37]1[CH:38]=[C:39]([NH:45][C:46]2[N:51]=[CH:50][C:49]([N:52]3[CH2:57][CH2:56][N:55]([C:58]([O:60][C:61]([CH3:64])([CH3:63])[CH3:62])=[O:59])[CH2:54][CH2:53]3)=[CH:48][CH:47]=2)[C:40](=[O:44])[N:41]([CH3:43])[CH:42]=1.[O-]P([O-])([O-])=O.[K+].[K+].[K+].C([O-])(=O)C.[Na+]. The catalyst is C1C=CC(P(C2C=CC=CC=2)[C-]2C=CC=C2)=CC=1.C1C=CC(P(C2C=CC=CC=2)[C-]2C=CC=C2)=CC=1.Cl[Pd]Cl.[Fe+2].C(#N)C.O. The product is [C:1]([O:4][CH2:5][C:6]1[C:7]([N:21]2[CH2:32][CH2:31][N:30]3[C:23](=[CH:24][C:25]4[CH2:26][C:27]([CH3:34])([CH3:33])[CH2:28][C:29]=43)[C:22]2=[O:35])=[N:8][CH:9]=[CH:10][C:11]=1[C:37]1[CH:38]=[C:39]([NH:45][C:46]2[N:51]=[CH:50][C:49]([N:52]3[CH2:53][CH2:54][N:55]([C:58]([O:60][C:61]([CH3:64])([CH3:63])[CH3:62])=[O:59])[CH2:56][CH2:57]3)=[CH:48][CH:47]=2)[C:40](=[O:44])[N:41]([CH3:43])[CH:42]=1)(=[O:3])[CH3:2]. The yield is 0.610. (8) The reactants are Cl[C:2]1[C:3]2[S:22][CH2:21][CH2:20][C:4]=2[N:5]=[C:6]([N:8]2[CH2:13][CH2:12][N:11]([C:14]3[CH:19]=[CH:18][CH:17]=[CH:16][CH:15]=3)[CH2:10][CH2:9]2)[N:7]=1.[C:23]1([NH2:29])[CH:28]=[CH:27][CH:26]=[CH:25][CH:24]=1. The catalyst is O. The product is [C:23]1([NH:29][C:2]2[C:3]3[S:22][CH2:21][CH2:20][C:4]=3[N:5]=[C:6]([N:8]3[CH2:13][CH2:12][N:11]([C:14]4[CH:19]=[CH:18][CH:17]=[CH:16][CH:15]=4)[CH2:10][CH2:9]3)[N:7]=2)[CH:28]=[CH:27][CH:26]=[CH:25][CH:24]=1. The yield is 0.510.